From a dataset of Forward reaction prediction with 1.9M reactions from USPTO patents (1976-2016). Predict the product of the given reaction. (1) Given the reactants [CH3:1][C:2]1([CH3:15])[CH2:13][C:12](=[O:14])[C:5]2[C:6]([C:9](O)=[O:10])=[CH:7][O:8][C:4]=2[CH2:3]1.C(Cl)(=O)C(Cl)=O.[BH4-].[Na+].C([O-])(O)=O.[Na+], predict the reaction product. The product is: [CH3:1][C:2]1([CH3:15])[CH2:13][C:12](=[O:14])[C:5]2[C:6]([CH2:9][OH:10])=[CH:7][O:8][C:4]=2[CH2:3]1. (2) Given the reactants [CH2:1]([CH:3]([C:6]1[C:11]2[N:12]([CH3:16])[C:13](=[O:15])[NH:14][C:10]=2[CH:9]=[CH:8][CH:7]=1)[CH2:4][CH3:5])[CH3:2].[Cl:17]N1C(=O)CCC1=O, predict the reaction product. The product is: [Cl:17][C:9]1[C:10]2[NH:14][C:13](=[O:15])[N:12]([CH3:16])[C:11]=2[C:6]([CH:3]([CH2:4][CH3:5])[CH2:1][CH3:2])=[CH:7][CH:8]=1. (3) Given the reactants [CH2:1]([N:8]1[CH2:17][CH2:16][C:15]2[C:14](Cl)=[N:13][C:12]([CH2:19][O:20][CH3:21])=[N:11][C:10]=2[CH2:9]1)[C:2]1[CH:7]=[CH:6][CH:5]=[CH:4][CH:3]=1.[C:22]([C:26]1[CH:31]=[CH:30][C:29]([NH2:32])=[CH:28][CH:27]=1)([CH3:25])([CH3:24])[CH3:23], predict the reaction product. The product is: [C:22]([C:26]1[CH:27]=[CH:28][C:29]([NH:32][C:14]2[C:15]3[CH2:16][CH2:17][N:8]([CH2:1][C:2]4[CH:7]=[CH:6][CH:5]=[CH:4][CH:3]=4)[CH2:9][C:10]=3[N:11]=[C:12]([CH2:19][O:20][CH3:21])[N:13]=2)=[CH:30][CH:31]=1)([CH3:25])([CH3:23])[CH3:24].